This data is from Reaction yield outcomes from USPTO patents with 853,638 reactions. The task is: Predict the reaction yield, written as a fraction of the theoretical maximum amount of product (1.0 means a 100% yield; for example, 0.34 means a 34% yield). (1) The reactants are [C:1]([O:5][C:6](=[O:49])[NH:7][CH:8]1[C:26](=[O:27])[N:25]2[CH:21]([CH2:22][CH:23]([O:28][C:29]3[C:38]4[C:33](=[CH:34][CH:35]=[CH:36][CH:37]=4)[CH:32]=[CH:31][N:30]=3)[CH2:24]2)[C:20](=[O:39])[NH:19][C:18]2([C:40]([NH:42][S:43]([CH:46]3[CH2:48][CH2:47]3)(=[O:45])=[O:44])=[O:41])[CH:16]([CH2:17]2)[CH:15]=[CH:14][CH2:13][CH2:12][CH2:11][CH2:10][CH2:9]1)([CH3:4])([CH3:3])[CH3:2].N(C([O-])=O)=NC([O-])=O.[K+].[K+].C(O)(=O)C. The catalyst is CO. The product is [C:1]([O:5][C:6](=[O:49])[NH:7][CH:8]1[C:26](=[O:27])[N:25]2[CH:21]([CH2:22][CH:23]([O:28][C:29]3[C:38]4[C:33](=[CH:34][CH:35]=[CH:36][CH:37]=4)[CH:32]=[CH:31][N:30]=3)[CH2:24]2)[C:20](=[O:39])[NH:19][C:18]2([C:40]([NH:42][S:43]([CH:46]3[CH2:48][CH2:47]3)(=[O:44])=[O:45])=[O:41])[CH:16]([CH2:17]2)[CH2:15][CH2:14][CH2:13][CH2:12][CH2:11][CH2:10][CH2:9]1)([CH3:4])([CH3:2])[CH3:3]. The yield is 0.570. (2) The reactants are [C:1]1([S:7]([NH:10][CH2:11][CH2:12][N:13]2[C:21]3[CH:20]=[CH:19][CH:18]=[CH:17][C:16]=3[C:15]3[CH2:22][CH2:23][N:24](C(OC(C)(C)C)=O)[CH2:25][CH2:26][C:14]2=3)(=[O:9])=[O:8])[CH:6]=[CH:5][CH:4]=[CH:3][CH:2]=1.C(C(O)=O)(F)(F)F.C(Cl)[Cl:42]. No catalyst specified. The product is [ClH:42].[CH2:22]1[C:15]2[C:16]3[CH:17]=[CH:18][CH:19]=[CH:20][C:21]=3[N:13]([CH2:12][CH2:11][NH:10][S:7]([C:1]3[CH:6]=[CH:5][CH:4]=[CH:3][CH:2]=3)(=[O:8])=[O:9])[C:14]=2[CH2:26][CH2:25][NH:24][CH2:23]1. The yield is 0.900. (3) The reactants are C([O:4][C@@:5]1([CH2:42][N:43]=[N+:44]=[N-:45])[C@@H:10]([O:11]C(=O)C)[C@H:9]([O:15]C(=O)C)[C@@H:8]([CH2:19][O:20]C(=O)C)[O:7][C@@H:6]1[O:24][C:25]1[CH:30]=[CH:29][C:28]([C:31]2[CH:36]=[CH:35][CH:34]=[C:33]([C:37](=[O:40])[NH:38][CH3:39])[CH:32]=2)=[CH:27][C:26]=1[CH3:41])(=O)C.[O:46]=[C:47]1O[C@H]([C@H](CO)O)[C:50]([O-])=[C:48]1O.[Na+].C(O)C#C. The catalyst is CN1C(=O)CCC1. The product is [CH3:39][NH:38][C:37](=[O:40])[C:33]1[CH:34]=[CH:35][CH:36]=[C:31]([C:28]2[CH:29]=[CH:30][C:25]([O:24][C@@H:6]3[C@:5]([OH:4])([CH2:42][N:43]4[CH:50]=[C:48]([CH2:47][OH:46])[N:45]=[N:44]4)[C@@H:10]([OH:11])[C@H:9]([OH:15])[C@@H:8]([CH2:19][OH:20])[O:7]3)=[C:26]([CH3:41])[CH:27]=2)[CH:32]=1. The yield is 0.540. (4) The reactants are [C:1]1([CH:7]2[C:16]3[C:11](=[CH:12][CH:13]=[CH:14][CH:15]=3)[CH:10](C(=O)C(F)(F)F)[NH:9][CH2:8]2)[CH:6]=[CH:5][CH:4]=[CH:3][CH:2]=1.O.[OH-].[K+]. The catalyst is CO. The product is [C:1]1([CH:7]2[C:16]3[C:11](=[CH:12][CH:13]=[CH:14][CH:15]=3)[CH2:10][NH:9][CH2:8]2)[CH:2]=[CH:3][CH:4]=[CH:5][CH:6]=1. The yield is 1.00.